Predict which catalyst facilitates the given reaction. From a dataset of Catalyst prediction with 721,799 reactions and 888 catalyst types from USPTO. Reactant: [Cl:1][C:2]1[CH:15]=[CH:14][C:5]([C:6](OC(CC=C)C)=[O:7])=[C:4]([O:16][C@H:17]([CH2:19][CH:20]=[CH2:21])[CH3:18])[CH:3]=1.[H-].[Al+3].[Li+].[H-].[H-].[H-]. Product: [Cl:1][C:2]1[CH:15]=[CH:14][C:5]([CH2:6][OH:7])=[C:4]([O:16][C@H:17]([CH2:19][CH:20]=[CH2:21])[CH3:18])[CH:3]=1. The catalyst class is: 1.